Dataset: Reaction yield outcomes from USPTO patents with 853,638 reactions. Task: Predict the reaction yield, written as a fraction of the theoretical maximum amount of product (1.0 means a 100% yield; for example, 0.34 means a 34% yield). (1) The reactants are P(O[CH2:6][C@@H:7]([OH:12])[C@@H:8]([OH:11])[CH:9]=[O:10])(O)(O)=O.[C:13]([O-:18])(=[O:17])[C:14]([CH3:16])=O.[Na+].C1N=C(N)C2N=CN([C@@H]3O[C@H](COP(OP(OC[C@H]4O[C@@H](N5C=C(C(N)=O)CC=C5)[C@H](O)[C@@H]4O)(O)=O)(O)=O)[C@@H](O)[C@H]3O)C=2N=1. No catalyst specified. The product is [CH2:16]1[C:14]([C:13]([OH:18])=[O:17])=[CH:6][C:7](=[O:12])[C@@H:8]([OH:11])[C@@H:9]1[OH:10]. The yield is 0.900. (2) The yield is 0.460. The reactants are [CH2:1]([O:8][N:9]1[C:15](=[O:16])[N:14]2[CH2:17][C@H:10]1[CH2:11][CH2:12][C@H:13]2[C:18]([OH:20])=O)[C:2]1[CH:7]=[CH:6][CH:5]=[CH:4][CH:3]=1.[CH3:21][O:22][NH2:23].ON1C2C=CC=CC=2N=N1.Cl.C(N=C=NCCCN(C)C)C. The catalyst is C(Cl)Cl. The product is [CH2:1]([O:8][N:9]1[C:15](=[O:16])[N:14]2[CH2:17][C@H:10]1[CH2:11][CH2:12][C@H:13]2[C:18]([NH:23][O:22][CH3:21])=[O:20])[C:2]1[CH:3]=[CH:4][CH:5]=[CH:6][CH:7]=1. (3) The yield is 0.670. The reactants are [Cl:1][C:2]1[C:7]([I:8])=[CH:6][C:5]([NH:9][CH2:10][C:11]([OH:13])=O)=[C:4]([O:14][CH3:15])[CH:3]=1.[N:16]1([CH:22]2[CH2:25][N:24]([C:26]([O:28][C:29]([CH3:32])([CH3:31])[CH3:30])=[O:27])[CH2:23]2)[CH2:21][CH2:20][NH:19][CH2:18][CH2:17]1.CCN=C=NCCCN(C)C.Cl.C1C=CC2N(O)N=NC=2C=1.CCN(CC)CC. The product is [Cl:1][C:2]1[C:7]([I:8])=[CH:6][C:5]([NH:9][CH2:10][C:11]([N:19]2[CH2:20][CH2:21][N:16]([CH:22]3[CH2:23][N:24]([C:26]([O:28][C:29]([CH3:32])([CH3:31])[CH3:30])=[O:27])[CH2:25]3)[CH2:17][CH2:18]2)=[O:13])=[C:4]([O:14][CH3:15])[CH:3]=1. The catalyst is CN(C=O)C.